From a dataset of Reaction yield outcomes from USPTO patents with 853,638 reactions. Predict the reaction yield, written as a fraction of the theoretical maximum amount of product (1.0 means a 100% yield; for example, 0.34 means a 34% yield). (1) The catalyst is C(Cl)Cl.C(O)(C(F)(F)F)=O. The reactants are [CH2:1]([N:3]1[C:7]2=[N:8][C:9]([CH2:45][CH3:46])=[C:10]([CH2:19][N:20]([CH2:29][C:30]3[CH:31]=[C:32]([C:37]4[CH:42]=[CH:41][CH:40]=[C:39]([CH:43]=O)[CH:38]=4)[C:33]([CH3:36])=[CH:34][CH:35]=3)[C:21]([C:23]3([C:26]([NH2:28])=[O:27])[CH2:25][CH2:24]3)=[O:22])[C:11]([NH:12][CH:13]3[CH2:18][CH2:17][O:16][CH2:15][CH2:14]3)=[C:6]2[CH:5]=[N:4]1)[CH3:2].C([N:54]1[CH2:59][CH2:58][NH:57][C@@H:56]([CH3:60])[CH2:55]1)(OC(C)(C)C)=O.C(O[BH-](OC(=O)C)OC(=O)C)(=O)C.[Na+].C(O)(=O)C. The product is [CH2:1]([N:3]1[C:7]2=[N:8][C:9]([CH2:45][CH3:46])=[C:10]([CH2:19][N:20]([CH2:29][C:30]3[CH:31]=[C:32]([C:37]4[CH:42]=[CH:41][CH:40]=[C:39]([CH2:43][N:57]5[CH2:58][CH2:59][NH:54][CH2:55][C@H:56]5[CH3:60])[CH:38]=4)[C:33]([CH3:36])=[CH:34][CH:35]=3)[C:21]([C:23]3([C:26]([NH2:28])=[O:27])[CH2:25][CH2:24]3)=[O:22])[C:11]([NH:12][CH:13]3[CH2:18][CH2:17][O:16][CH2:15][CH2:14]3)=[C:6]2[CH:5]=[N:4]1)[CH3:2]. The yield is 0.416. (2) The reactants are C(O[C:6]([N:8]1[CH2:13][CH2:12][N:11]([C:14]2[C:18]3[CH:19]=[CH:20][CH:21]=[CH:22][C:17]=3[O:16][N:15]=2)[CH2:10][CH2:9]1)=O)(C)(C)C.FC(F)(F)C(O)=O.[O:30]1C[CH:31]1[CH2:33][N:34]1[C:42]2[CH2:41][CH2:40][N:39]([C:43](=[O:45])[CH3:44])[CH2:38][C:37]=2[C:36]([C:46]2[CH:51]=[CH:50][C:49]([C:52]([F:55])([F:54])[F:53])=[CH:48][CH:47]=2)=[N:35]1. The catalyst is C(Cl)Cl. The product is [O:16]1[C:17]2[CH:22]=[CH:21][CH:20]=[CH:19][C:18]=2[C:14]([N:11]2[CH2:10][CH2:9][N:8]([CH2:6][CH:31]([OH:30])[CH2:33][N:34]3[C:42]4[CH2:41][CH2:40][N:39]([C:43](=[O:45])[CH3:44])[CH2:38][C:37]=4[C:36]([C:46]4[CH:51]=[CH:50][C:49]([C:52]([F:55])([F:54])[F:53])=[CH:48][CH:47]=4)=[N:35]3)[CH2:13][CH2:12]2)=[N:15]1. The yield is 0.680. (3) The reactants are C[O:2][C:3]1[CH:8]=[C:7]([CH2:9][C:10]2[C:11](=[O:17])[NH:12][C:13](=[S:16])[NH:14][CH:15]=2)[CH:6]=[CH:5][N:4]=1.Cl. The catalyst is C(O)(=O)C. The product is [O:2]=[C:3]1[CH:8]=[C:7]([CH2:9][C:10]2[C:11](=[O:17])[NH:12][C:13](=[S:16])[NH:14][CH:15]=2)[CH:6]=[CH:5][NH:4]1. The yield is 0.721. (4) The reactants are [C:1]1([C@H:7]2[CH2:11][CH2:10][C@@H:9]([CH2:12][O:13][Si:14]([CH3:17])([CH3:16])[CH3:15])[NH:8]2)[CH:6]=[CH:5][CH:4]=[CH:3][CH:2]=1.CCN(CC)CC.[Cl:25][C:26]1[CH:31]=[CH:30][C:29]([S:32](Cl)(=[O:34])=[O:33])=[CH:28][CH:27]=1. The catalyst is C(Cl)CCl.C(Cl)Cl. The product is [Cl:25][C:26]1[CH:31]=[CH:30][C:29]([S:32]([N:8]2[C@H:9]([CH2:12][O:13][Si:14]([CH3:17])([CH3:16])[CH3:15])[CH2:10][CH2:11][C@@H:7]2[C:1]2[CH:2]=[CH:3][CH:4]=[CH:5][CH:6]=2)(=[O:34])=[O:33])=[CH:28][CH:27]=1. The yield is 0.460. (5) The yield is 0.200. The product is [C:27]([C:8]1[CH:7]=[N:6][N:5]2[CH:30]=[C:2]([N:33]3[CH2:34][CH2:35][C@H:36]([NH:37][C:38](=[O:44])[O:39][C:40]([CH3:41])([CH3:43])[CH3:42])[C:32]3=[O:31])[CH:3]=[C:4]2[C:9]=1[NH:10][C@@H:11]1[CH2:16][CH2:15][N:14]([C:17]2[CH:18]=[CH:19][C:20]([C:23]#[N:24])=[CH:21][CH:22]=2)[CH2:13][C:12]1([CH3:25])[CH3:26])(=[O:28])[NH2:29]. The reactants are Br[C:2]1[CH:3]=[C:4]2[C:9]([NH:10][C@@H:11]3[CH2:16][CH2:15][N:14]([C:17]4[CH:22]=[CH:21][C:20]([C:23]#[N:24])=[CH:19][CH:18]=4)[CH2:13][C:12]3([CH3:26])[CH3:25])=[C:8]([C:27]([NH2:29])=[O:28])[CH:7]=[N:6][N:5]2[CH:30]=1.[O:31]=[C:32]1[C@@H:36]([NH:37][C:38](=[O:44])[O:39][C:40]([CH3:43])([CH3:42])[CH3:41])[CH2:35][CH2:34][NH:33]1.C(=O)([O-])[O-].[K+].[K+].CNCCNC. The catalyst is O1CCOCC1.CO.ClCCl.[Cu]I. (6) The reactants are [H-].[Na+].[Br:3][C:4]1[CH:9]=[CH:8][N:7]=[C:6]2[NH:10][CH:11]=[C:12]([CH:13]=[O:14])[C:5]=12.[CH3:15]I. The catalyst is CN(C=O)C.C1COCC1. The product is [Br:3][C:4]1[CH:9]=[CH:8][N:7]=[C:6]2[N:10]([CH3:15])[CH:11]=[C:12]([CH:13]=[O:14])[C:5]=12. The yield is 0.740.